Dataset: Reaction yield outcomes from USPTO patents with 853,638 reactions. Task: Predict the reaction yield, written as a fraction of the theoretical maximum amount of product (1.0 means a 100% yield; for example, 0.34 means a 34% yield). (1) The reactants are [CH3:1][O:2][C:3]1[C:18]([O:19][CH3:20])=[CH:17][C:6]2[CH2:7][C:8](=[O:16])[N:9]([CH2:12][CH2:13][CH:14]=O)[CH2:10][CH2:11][C:5]=2[CH:4]=1.[CH3:21][NH2:22].[BH4-].[Na+]. The catalyst is CO. The product is [CH3:1][O:2][C:3]1[C:18]([O:19][CH3:20])=[CH:17][C:6]2[CH2:7][C:8](=[O:16])[N:9]([CH2:12][CH2:13][CH2:14][NH:22][CH3:21])[CH2:10][CH2:11][C:5]=2[CH:4]=1. The yield is 0.800. (2) The reactants are Br[C:2]1[CH:3]=[C:4]([C:14]([NH:16][CH2:17][C:18]2[C:23](=[O:24])[CH:22]=[C:21]([CH3:25])[NH:20][C:19]=2[CH3:26])=[O:15])[C:5]2[CH:10]=[N:9][N:8]([CH:11]([CH3:13])[CH3:12])[C:6]=2[N:7]=1.[CH3:27][C:28]1([CH3:45])[CH2:33][CH:32](B2OC(C)(C)C(C)(C)O2)[CH2:31][C:30]([CH3:44])([CH3:43])[NH:29]1.C([O-])([O-])=O.[Na+].[Na+]. The catalyst is O1CCOCC1.O.C1C=CC([P]([Pd]([P](C2C=CC=CC=2)(C2C=CC=CC=2)C2C=CC=CC=2)([P](C2C=CC=CC=2)(C2C=CC=CC=2)C2C=CC=CC=2)[P](C2C=CC=CC=2)(C2C=CC=CC=2)C2C=CC=CC=2)(C2C=CC=CC=2)C2C=CC=CC=2)=CC=1. The product is [CH3:26][C:19]1[NH:20][C:21]([CH3:25])=[CH:22][C:23](=[O:24])[C:18]=1[CH2:17][NH:16][C:14]([C:4]1[C:5]2[CH:10]=[N:9][N:8]([CH:11]([CH3:13])[CH3:12])[C:6]=2[N:7]=[C:2]([C:32]2[CH2:31][C:30]([CH3:44])([CH3:43])[NH:29][C:28]([CH3:45])([CH3:27])[CH:33]=2)[CH:3]=1)=[O:15]. The yield is 0.550. (3) The reactants are O=S(Cl)Cl.[CH3:5][O:6][C:7](=[O:42])[C:8]1[CH:13]=[CH:12][C:11]([CH:14]([C:16]2[N:17]([S:29]([C:32]3[CH:37]=[CH:36][CH:35]=[C:34]([C:38]([CH3:41])([CH3:40])[CH3:39])[CH:33]=3)(=[O:31])=[O:30])[C:18]3[C:23]([CH:24]=2)=[CH:22][C:21]([C:25]([F:28])([F:27])[F:26])=[CH:20][CH:19]=3)O)=[N:10][CH:9]=1.C(=O)([O-])O.[Na+]. The catalyst is ClCCl.O. The product is [CH3:41][C:38]([C:34]1[CH:33]=[C:32]([S:29]([N:17]2[C:18]3[C:23](=[CH:22][C:21]([C:25]([F:28])([F:27])[F:26])=[CH:20][CH:19]=3)[CH:24]=[C:16]2[CH2:14][C:11]2[N:10]=[CH:9][C:8]([C:7]([O:6][CH3:5])=[O:42])=[CH:13][CH:12]=2)(=[O:31])=[O:30])[CH:37]=[CH:36][CH:35]=1)([CH3:39])[CH3:40]. The yield is 0.340. (4) The yield is 0.700. The product is [CH3:19][O:18][CH:15]([O:14][CH3:13])[C:17]1[CH:11]=[CH:12][C:5]([O:4][CH2:3][CH2:2][OH:1])=[CH:6][CH:7]=1. The catalyst is CO.C(Cl)Cl. The reactants are [OH:1][CH2:2][CH2:3][O:4][C:5]1[CH:12]=[CH:11]C(C=O)=[CH:7][CH:6]=1.[CH3:13][O:14][C:15]([O:18][CH3:19])([CH3:17])C. (5) The reactants are [CH3:1][O:2][C:3]1[CH:4]=[C:5]2[C:10](=[CH:11][C:12]=1[O:13][CH3:14])[C:9]([CH2:15][CH2:16][CH3:17])=[N:8][C:7]([OH:18])=[CH:6]2.[OH-].[K+].[ClH:21].[Cl:22][CH2:23][C:24]1[C:25]([NH:35][CH3:36])=[N:26][C:27]2[C:32]([CH:33]=1)=[CH:31][C:30]([CH3:34])=[CH:29][CH:28]=2.Cl.CO. The catalyst is C1(C)C=CC=CC=1. The product is [ClH:22].[ClH:21].[CH3:1][O:2][C:3]1[CH:4]=[C:5]2[C:10](=[CH:11][C:12]=1[O:13][CH3:14])[C:9]([CH2:15][CH2:16][CH3:17])=[N:8][C:7]([OH:18])=[C:6]2[CH2:23][C:24]1[C:25]([NH:35][CH3:36])=[N:26][C:27]2[C:32]([CH:33]=1)=[CH:31][C:30]([CH3:34])=[CH:29][CH:28]=2. The yield is 0.0500. (6) The reactants are [C:1]([C:3]1[N:8]=[N:7][C:6]([C:9]([N:11]2[CH2:30][CH2:29][C:14]3[N:15]=[C:16]([NH:19][CH:20]4[CH2:28][C:27]5[C:22](=[CH:23][CH:24]=[CH:25][CH:26]=5)[CH2:21]4)[N:17]=[CH:18][C:13]=3[CH2:12]2)=[O:10])=[CH:5][CH:4]=1)#[CH:2].[Na].O=C1O[C@H]([C@H](CO)O)C(O)=C1O.[N:44]([Si](C)(C)C)=[N+:45]=[N-:46]. The catalyst is CN(C)C=O.O.O.O.O.O.O.S([O-])([O-])(=O)=O.[Cu+2]. The product is [CH2:28]1[C:27]2[C:22](=[CH:23][CH:24]=[CH:25][CH:26]=2)[CH2:21][CH:20]1[NH:19][C:16]1[N:17]=[CH:18][C:13]2[CH2:12][N:11]([C:9]([C:6]3[N:7]=[N:8][C:3]([C:1]4[NH:46][N:45]=[N:44][CH:2]=4)=[CH:4][CH:5]=3)=[O:10])[CH2:30][CH2:29][C:14]=2[N:15]=1. The yield is 0.350. (7) The reactants are Br[C:2]1[C:3]([NH2:22])=[N:4][CH:5]=[C:6]([C:8]2[CH:13]=[CH:12][C:11]([O:14][Si:15]([C:18]([CH3:21])([CH3:20])[CH3:19])([CH3:17])[CH3:16])=[CH:10][CH:9]=2)[N:7]=1.[CH3:23][N:24]([CH3:34])[C:25]1[CH:30]=[CH:29][C:28](B(O)O)=[CH:27][CH:26]=1.C([O-])([O-])=O.[Na+].[Na+].O. The catalyst is C1(C)C=CC=CC=1.C(O)C.Cl[Pd](Cl)([P](C1C=CC=CC=1)(C1C=CC=CC=1)C1C=CC=CC=1)[P](C1C=CC=CC=1)(C1C=CC=CC=1)C1C=CC=CC=1. The product is [Si:15]([O:14][C:11]1[CH:12]=[CH:13][C:8]([C:6]2[N:7]=[C:2]([C:28]3[CH:29]=[CH:30][C:25]([N:24]([CH3:34])[CH3:23])=[CH:26][CH:27]=3)[C:3]([NH2:22])=[N:4][CH:5]=2)=[CH:9][CH:10]=1)([C:18]([CH3:21])([CH3:20])[CH3:19])([CH3:17])[CH3:16]. The yield is 0.883.